The task is: Predict which catalyst facilitates the given reaction.. This data is from Catalyst prediction with 721,799 reactions and 888 catalyst types from USPTO. (1) Reactant: [Cl:1][C:2]1[CH:3]=[C:4]([CH2:8][CH2:9][C:10]2[CH:18]=[C:17]([O:19][CH3:20])[CH:16]=[CH:15][C:11]=2[C:12]([OH:14])=O)[CH:5]=[CH:6][CH:7]=1.O=S(Cl)Cl.[Al+3].[Cl-].[Cl-].[Cl-]. Product: [Cl:1][C:2]1[CH:7]=[CH:6][C:5]2[C:12](=[O:14])[C:11]3[CH:15]=[CH:16][C:17]([O:19][CH3:20])=[CH:18][C:10]=3[CH2:9][CH2:8][C:4]=2[CH:3]=1. The catalyst class is: 2. (2) Reactant: [CH3:1][NH:2][C:3]1[N:8]=[C:7]([C:9]([OH:11])=O)[CH:6]=[N:5][CH:4]=1.Cl.[F:13][C:14]1[CH:19]=[CH:18][C:17]([NH:20][C:21]2[CH:22]=[CH:23][C:24]([CH2:27][NH:28][C:29]([C:31]3([NH2:34])[CH2:33][CH2:32]3)=[O:30])=[N:25][CH:26]=2)=[C:16]([C:35]([F:38])([F:37])[F:36])[CH:15]=1.C(N(CC)CC)C.CN(C(ON1N=NC2C=CC=CC1=2)=[N+](C)C)C.[B-](F)(F)(F)F. Product: [F:13][C:14]1[CH:19]=[CH:18][C:17]([NH:20][C:21]2[CH:22]=[CH:23][C:24]([CH2:27][NH:28][C:29]([C:31]3([NH:34][C:9]([C:7]4[CH:6]=[N:5][CH:4]=[C:3]([NH:2][CH3:1])[N:8]=4)=[O:11])[CH2:32][CH2:33]3)=[O:30])=[N:25][CH:26]=2)=[C:16]([C:35]([F:38])([F:36])[F:37])[CH:15]=1. The catalyst class is: 118. (3) Reactant: [C:1](Cl)(=[O:5])[C:2](Cl)=O.[NH2:7][C:8]1[CH:13]=[CH:12][CH:11]=[CH:10][C:9]=1[NH2:14].[CH2:15](N(CC)CC)C. Product: [CH:8]([O:5][CH:1]([CH3:2])[CH3:15])([CH3:13])[CH3:9].[NH2:7][C:8]1[CH:13]=[CH:12][CH:11]=[CH:10][C:9]=1[NH-:14]. The catalyst class is: 120. (4) Reactant: [CH3:1][CH2:2][O:3][CH2:4][C:5](Cl)=[O:6].[Cl:8][C:9]1[CH:18]=[CH:17][C:12]([C:13]([NH:15][NH2:16])=[O:14])=[CH:11][N:10]=1.CN1CCOCC1. Product: [CH2:2]([O:3][CH2:4][C:5]([NH:16][NH:15][C:13](=[O:14])[C:12]1[CH:17]=[CH:18][C:9]([Cl:8])=[N:10][CH:11]=1)=[O:6])[CH3:1]. The catalyst class is: 4. (5) Reactant: [C:1]1([C:7]2[CH:12]=[C:11]([C:13]3[CH:18]=[CH:17][CH:16]=[CH:15][CH:14]=3)[N:10]=[C:9]([O:19][CH2:20][CH2:21][CH2:22][CH2:23][CH2:24][C:25]([NH:27][C@H:28]([C:37]([OH:39])=[O:38])[CH2:29][C:30]3[CH:35]=[CH:34][C:33]([OH:36])=[CH:32][CH:31]=3)=[O:26])[CH:8]=2)[CH:6]=[CH:5][CH:4]=[CH:3][CH:2]=1.[H-].[Na+].[C:42]([NH:49][CH2:50][CH2:51][CH2:52]Br)([O:44][C:45]([CH3:48])([CH3:47])[CH3:46])=[O:43]. Product: [C:1]1([C:7]2[CH:12]=[C:11]([C:13]3[CH:14]=[CH:15][CH:16]=[CH:17][CH:18]=3)[N:10]=[C:9]([O:19][CH2:20][CH2:21][CH2:22][CH2:23][CH2:24][C:25]([NH:27][C@H:28]([C:37]([OH:39])=[O:38])[CH2:29][C:30]3[CH:31]=[CH:32][C:33]([O:36][CH2:52][CH2:51][CH2:50][NH:49][C:42]([O:44][C:45]([CH3:46])([CH3:48])[CH3:47])=[O:43])=[CH:34][CH:35]=3)=[O:26])[CH:8]=2)[CH:6]=[CH:5][CH:4]=[CH:3][CH:2]=1. The catalyst class is: 9. (6) Reactant: [CH3:1][C:2]([Si:5](Cl)([CH3:7])[CH3:6])([CH3:4])[CH3:3].[Cl:9][C:10]1[CH:11]=[CH:12][C:13]2[N:19]3[CH2:20][C@H:16]([C@H:17]([OH:21])[CH2:18]3)[NH:15][C:14]=2[N:22]=1.C(N(CC)CC)C. Product: [Si:5]([O:21][C@H:17]1[C@H:16]2[CH2:20][N:19]([C:13]3[CH:12]=[CH:11][C:10]([Cl:9])=[N:22][C:14]=3[NH:15]2)[CH2:18]1)([C:2]([CH3:4])([CH3:3])[CH3:1])([CH3:7])[CH3:6]. The catalyst class is: 142. (7) Product: [F:45][C:44]([F:47])([F:46])[S:41]([O:33][C:15]1[CH:14]=[C:13]2[C@@:11]3([CH2:10][O:9][C:8]([NH2:7])=[N:12]3)[C:25]3[C:20](=[N:21][CH:22]=[C:23]([C:26]#[C:27][C:28]([O:31][CH3:32])([CH3:30])[CH3:29])[CH:24]=3)[O:19][C:18]2=[CH:17][CH:16]=1)(=[O:43])=[O:42]. The catalyst class is: 3. Reactant: C(=O)([O-])[O-].[Cs+].[Cs+].[NH2:7][C:8]1[O:9][CH2:10][C@:11]2([C:25]3[C:20](=[N:21][CH:22]=[C:23]([C:26]#[C:27][C:28]([O:31][CH3:32])([CH3:30])[CH3:29])[CH:24]=3)[O:19][C:18]3[C:13]2=[CH:14][C:15]([OH:33])=[CH:16][CH:17]=3)[N:12]=1.C1C=CC(N([S:41]([C:44]([F:47])([F:46])[F:45])(=[O:43])=[O:42])[S:41]([C:44]([F:47])([F:46])[F:45])(=[O:43])=[O:42])=CC=1. (8) Reactant: [C:1]([C:3]1[CH:4]=[CH:5][C:6]([O:14][CH3:15])=[C:7](/[CH:9]=[CH:10]/[C:11]([OH:13])=O)[CH:8]=1)#[N:2].F[B-](F)(F)F.N1(OC(N(C)C)=[N+](C)C)C2C=CC=CC=2N=N1.C(N(C(C)C)CC)(C)C.[C:47]([O:51][C:52](=[O:72])[NH:53][CH2:54][C@@H:55]([NH2:71])[CH2:56][N:57]1[CH2:62][CH2:61][CH:60]([O:63][C:64]2[CH:69]=[CH:68][C:67]([F:70])=[CH:66][CH:65]=2)[CH2:59][CH2:58]1)([CH3:50])([CH3:49])[CH3:48]. Product: [C:47]([O:51][C:52](=[O:72])[NH:53][CH2:54][C@@H:55]([NH:71][C:11](=[O:13])/[CH:10]=[CH:9]/[C:7]1[CH:8]=[C:3]([C:1]#[N:2])[CH:4]=[CH:5][C:6]=1[O:14][CH3:15])[CH2:56][N:57]1[CH2:58][CH2:59][CH:60]([O:63][C:64]2[CH:69]=[CH:68][C:67]([F:70])=[CH:66][CH:65]=2)[CH2:61][CH2:62]1)([CH3:50])([CH3:48])[CH3:49]. The catalyst class is: 2. (9) Reactant: [CH2:1]([O:8][C:9](=[O:34])[C@@H:10]([C@H:31]([CH3:33])O)[NH:11][C:12]([C:25]1[CH:30]=[CH:29][CH:28]=[CH:27][CH:26]=1)([C:19]1[CH:24]=[CH:23][CH:22]=[CH:21][CH:20]=1)[C:13]1[CH:18]=[CH:17][CH:16]=[CH:15][CH:14]=1)[C:2]1[CH:7]=[CH:6][CH:5]=[CH:4][CH:3]=1.S(Cl)(Cl)(=O)=O.C(OC(=O)C)C. Product: [C:12]([N:11]1[C@@H:31]([CH3:33])[C@@H:10]1[C:9]([O:8][CH2:1][C:2]1[CH:3]=[CH:4][CH:5]=[CH:6][CH:7]=1)=[O:34])([C:25]1[CH:26]=[CH:27][CH:28]=[CH:29][CH:30]=1)([C:19]1[CH:20]=[CH:21][CH:22]=[CH:23][CH:24]=1)[C:13]1[CH:14]=[CH:15][CH:16]=[CH:17][CH:18]=1. The catalyst class is: 11.